Dataset: Peptide-MHC class I binding affinity with 185,985 pairs from IEDB/IMGT. Task: Regression. Given a peptide amino acid sequence and an MHC pseudo amino acid sequence, predict their binding affinity value. This is MHC class I binding data. The binding affinity (normalized) is 0.315. The peptide sequence is AEVQIDRLIT. The MHC is HLA-B44:02 with pseudo-sequence HLA-B44:02.